This data is from Catalyst prediction with 721,799 reactions and 888 catalyst types from USPTO. The task is: Predict which catalyst facilitates the given reaction. (1) Reactant: [CH:1]1([C:5]([CH:7]2[C:12](=O)[CH2:11][CH2:10][N:9]([C:14]([O:16][C:17]([CH3:20])([CH3:19])[CH3:18])=[O:15])[CH2:8]2)=O)[CH2:4][CH2:3][CH2:2]1.[NH2:21][NH2:22].O. Product: [CH:1]1([C:5]2[C:7]3[CH2:8][N:9]([C:14]([O:16][C:17]([CH3:20])([CH3:19])[CH3:18])=[O:15])[CH2:10][CH2:11][C:12]=3[NH:22][N:21]=2)[CH2:4][CH2:3][CH2:2]1. The catalyst class is: 14. (2) Reactant: [F:1][C:2]1[CH:7]=[CH:6][CH:5]=[CH:4][C:3]=1[NH:8][C:9](=[O:18])[CH:10]=[CH:11]C1C=CC=CC=1.[Cl-].[Cl-].[Cl-].[Al+3]. Product: [F:1][C:2]1[CH:7]=[CH:6][CH:5]=[C:4]2[C:3]=1[NH:8][C:9](=[O:18])[CH:10]=[CH:11]2. The catalyst class is: 159. (3) Reactant: [CH2:1]([O:8][N:9]1[C:14](=[O:15])[C:13]2[CH:16]=[C:17]([F:21])[C:18](Cl)=[N:19][C:12]=2[N:11]([CH2:22][CH3:23])[C:10]1=[O:24])[C:2]1[CH:7]=[CH:6][CH:5]=[CH:4][CH:3]=1.[CH3:25][N:26]1[CH2:31][CH2:30][NH:29][CH2:28][CH2:27]1. Product: [CH2:1]([O:8][N:9]1[C:14](=[O:15])[C:13]2[CH:16]=[C:17]([F:21])[C:18]([N:29]3[CH2:30][CH2:31][N:26]([CH3:25])[CH2:27][CH2:28]3)=[N:19][C:12]=2[N:11]([CH2:22][CH3:23])[C:10]1=[O:24])[C:2]1[CH:7]=[CH:6][CH:5]=[CH:4][CH:3]=1. The catalyst class is: 4.